Task: Binary Classification. Given a miRNA mature sequence and a target amino acid sequence, predict their likelihood of interaction.. Dataset: Experimentally validated miRNA-target interactions with 360,000+ pairs, plus equal number of negative samples (1) The miRNA is hsa-miR-6785-5p with sequence UGGGAGGGCGUGGAUGAUGGUG. The protein sequence of the target gene is MEDPAAPGTGGPPANGNGNGGGKGKQAAPKGREAFRSQRRESEGSVDCPTLEFEYGDADGHAAELSELYSYTENLEFTNNRRCFEEDFKTQVQGKEWLELEEDAQKAYIMGLLDRLEVVSRERRLKVARAVLYLAQGTFGECDSEVDVLHWSRYNCFLLYQMGTFSTFLELLHMEIDNSQACSSALRKPAVSIADSTELRVLLSVMYLMVENIRLERETDPCGWRTARETFRTELSFSMHNEEPFALLLFSMVTKFCSGLAPHFPIKKVLLLLWKVVMFTLGGFEHLQTLKVQKRAELGL.... Result: 1 (interaction). (2) The miRNA is hsa-miR-548ap-5p with sequence AAAAGUAAUUGCGGUCUUU. The protein sequence of the target gene is MSHGHSHGGGGCRCAAEREEPPEQRGLAYGLYLRIDLERLQCLNESREGSGRGVFKPWEERTDRSKFVESDADEELLFNIPFTGNVKLKGIIIMGEDDDSHPSEMRLYKNIPQMSFDDTEREPDQTFSLNRDLTGELEYATKISRFSNVYHLSIHISKNFGADTTKVFYIGLRGEWTELRRHEVTICNYEASANPADHRVHQVTPQTHFIS. Result: 0 (no interaction). (3) Result: 0 (no interaction). The miRNA is rno-miR-30c-5p with sequence UGUAAACAUCCUACACUCUCAGC. The protein sequence of the target gene is MAVALLEEWCKIMGVDVQKSLLVVDIPVDCGEPEIQTVLQEALKCVGSYRLLGKIFQKQDNTSVVLVELMEDTDMSVVPSEVQGKGGVWKVIFKTPNQDTEFLQRLNLFLEKEGQTVAGMFRALKHEGVSPATPPCTSPELLAHLTGQAMVHGQRPLLPVKYCKMRIFSGSTAAAPEEEPFEVWLEQATEIAKEWPIPEAEKKRWVAESLRGPALDLMHIVQADNPSISVGECLEAFKQVFGSTESRRTSQVKYLRTYQQEGEKISAYVLRLETLLRRAVEKRAIPRNIADQVRLEQVMA.... (4) The miRNA is mmu-miR-31-5p with sequence AGGCAAGAUGCUGGCAUAGCUG. The protein sequence of the target gene is MAWPGTGPSSRGAPGGVGLRLGLLLQFLLLLRPTLGFGDEEERRCDPIRIAMCQNLGYNVTKMPNLVGHELQTDAELQLTTFTPLIQYGCSSQLQFFLCSVYVPMCTEKINIPIGPCGGMCLSVKRRCEPVLREFGFAWPDTLNCSKFPPQNDHNHMCMEGPGDEEVPLPHKTPIQPGEECHSVGSNSDQYIWVKRSLNCVLKCGYDAGLYSRSAKEFTDIWMAVWASLCFISTTFTVLTFLIDSSRFSYPERPIIFLSMCYNIYSIAYIVRLTVGRERISCDFEEAAEPVLIQEGLKNT.... Result: 1 (interaction).